The task is: Regression. Given two drug SMILES strings and cell line genomic features, predict the synergy score measuring deviation from expected non-interaction effect.. This data is from Merck oncology drug combination screen with 23,052 pairs across 39 cell lines. (1) Drug 1: N#Cc1ccc(Cn2cncc2CN2CCN(c3cccc(Cl)c3)C(=O)C2)cc1. Drug 2: C#Cc1cccc(Nc2ncnc3cc(OCCOC)c(OCCOC)cc23)c1. Cell line: SKMEL30. Synergy scores: synergy=18.0. (2) Drug 1: NC(=O)c1cccc2cn(-c3ccc(C4CCCNC4)cc3)nc12. Drug 2: CCc1cnn2c(NCc3ccc[n+]([O-])c3)cc(N3CCCCC3CCO)nc12. Cell line: NCIH460. Synergy scores: synergy=10.7. (3) Drug 1: Cc1nc(Nc2ncc(C(=O)Nc3c(C)cccc3Cl)s2)cc(N2CCN(CCO)CC2)n1. Drug 2: Cn1c(=O)n(-c2ccc(C(C)(C)C#N)cc2)c2c3cc(-c4cnc5ccccc5c4)ccc3ncc21. Cell line: EFM192B. Synergy scores: synergy=59.4. (4) Drug 1: CC1CC2C3CCC4=CC(=O)C=CC4(C)C3(F)C(O)CC2(C)C1(O)C(=O)CO. Drug 2: CNC(=O)c1cc(Oc2ccc(NC(=O)Nc3ccc(Cl)c(C(F)(F)F)c3)cc2)ccn1. Cell line: KPL1. Synergy scores: synergy=7.10. (5) Drug 1: Cn1c(=O)n(-c2ccc(C(C)(C)C#N)cc2)c2c3cc(-c4cnc5ccccc5c4)ccc3ncc21. Drug 2: NC1CCCCC1N.O=C(O)C(=O)O.[Pt+2]. Cell line: A2780. Synergy scores: synergy=-0.764. (6) Drug 1: COC1=C2CC(C)CC(OC)C(O)C(C)C=C(C)C(OC(N)=O)C(OC)C=CC=C(C)C(=O)NC(=CC1=O)C2=O. Drug 2: CNC(=O)c1cc(Oc2ccc(NC(=O)Nc3ccc(Cl)c(C(F)(F)F)c3)cc2)ccn1. Cell line: KPL1. Synergy scores: synergy=-4.07.